From a dataset of Forward reaction prediction with 1.9M reactions from USPTO patents (1976-2016). Predict the product of the given reaction. (1) Given the reactants [OH:1][C:2]([C:11]1[CH:12]=[C:13]([N:17]([CH2:27][CH:28]([CH3:30])[CH3:29])[S:18]([C:21]2[CH:26]=[CH:25][CH:24]=[CH:23][CH:22]=2)(=[O:20])=[O:19])[CH:14]=[CH:15][CH:16]=1)([C:7]([F:10])([F:9])[F:8])[C:3]#[C:4][CH:5]=O.[CH:31]([NH2:34])([CH3:33])[CH3:32].[BH4-].[Na+].[H][H], predict the reaction product. The product is: [OH:1][C:2]([C:11]1[CH:12]=[C:13]([N:17]([CH2:27][CH:28]([CH3:30])[CH3:29])[S:18]([C:21]2[CH:22]=[CH:23][CH:24]=[CH:25][CH:26]=2)(=[O:19])=[O:20])[CH:14]=[CH:15][CH:16]=1)([C:7]([F:9])([F:10])[F:8])[C:3]#[C:4][CH2:5][NH:34][CH:31]([CH3:33])[CH3:32]. (2) Given the reactants I.[NH2:2][CH:3]1[CH2:8][CH2:7][CH2:6][CH:5]([N:9]2[C:18]3[CH:17]=[CH:16][CH:15]=[C:14]([Cl:19])[C:13]=3[C:12]3=[N:20][O:21][C:22]([CH3:23])=[C:11]3[C:10]2=[O:24])[CH2:4]1.C([O-])(O)=O.[Na+], predict the reaction product. The product is: [NH2:2][CH:3]1[CH2:8][CH2:7][CH2:6][CH:5]([N:9]2[C:18]3[CH:17]=[CH:16][CH:15]=[C:14]([Cl:19])[C:13]=3[C:12]3=[N:20][O:21][C:22]([CH3:23])=[C:11]3[C:10]2=[O:24])[CH2:4]1.